Dataset: Full USPTO retrosynthesis dataset with 1.9M reactions from patents (1976-2016). Task: Predict the reactants needed to synthesize the given product. Given the product [C:57]1([CH3:66])[CH:62]=[CH:61][CH:60]=[CH:59][C:58]=1[CH2:63][CH2:64][NH:65][C:18]([C:16]1[CH:15]=[CH:14][C:12]2[N:13]=[C:9]([C:3]3[C:2]([Cl:1])=[CH:7][CH:6]=[CH:5][C:4]=3[Cl:8])[O:10][C:11]=2[CH:17]=1)=[O:20], predict the reactants needed to synthesize it. The reactants are: [Cl:1][C:2]1[CH:7]=[CH:6][CH:5]=[C:4]([Cl:8])[C:3]=1[C:9]1[O:10][C:11]2[CH:17]=[C:16]([C:18]([OH:20])=O)[CH:15]=[CH:14][C:12]=2[N:13]=1.F[P-](F)(F)(F)(F)F.N1(O[P+](N(C)C)(N(C)C)N(C)C)C2C=CC=CC=2N=N1.C(N(C(C)C)CC)(C)C.[C:57]1([CH3:66])[CH:62]=[CH:61][CH:60]=[CH:59][C:58]=1[CH2:63][CH2:64][NH2:65].